From a dataset of Forward reaction prediction with 1.9M reactions from USPTO patents (1976-2016). Predict the product of the given reaction. (1) Given the reactants [F:1][C:2]1[CH:7]=[CH:6][C:5](Br)=[CH:4][CH:3]=1.C([Li])CCC.[F:14][C:15]1[CH:22]=[CH:21][C:18]([CH:19]=[O:20])=[CH:17][CH:16]=1.[Cl-].[NH4+], predict the reaction product. The product is: [F:1][C:2]1[CH:7]=[CH:6][C:5]([CH:19]([C:18]2[CH:21]=[CH:22][C:15]([F:14])=[CH:16][CH:17]=2)[OH:20])=[CH:4][CH:3]=1. (2) Given the reactants [N+:1]([C:4]1[CH:5]=[C:6]([CH:19]=[CH:20][C:21]=1[N+:22]([O-])=O)[NH:7][C:8](=[O:18])[C:9]1[CH:14]=[CH:13][C:12]([N:15]([CH3:17])[CH3:16])=[CH:11][CH:10]=1)([O-])=O.[CH3:25][N:26]([CH3:44])[C:27]1[CH:32]=[CH:31][C:30]([NH:33][C:34]([C:36]2[CH:43]=[CH:42][C:39]([CH:40]=O)=[CH:38][CH:37]=2)=[O:35])=[CH:29][CH:28]=1, predict the reaction product. The product is: [CH3:16][N:15]([CH3:17])[C:12]1[CH:13]=[CH:14][C:9]([C:8]([NH:7][C:6]2[CH:19]=[CH:20][C:21]3[NH:22][C:40]([C:39]4[CH:38]=[CH:37][C:36]([C:34](=[O:35])[NH:33][C:30]5[CH:31]=[CH:32][C:27]([N:26]([CH3:44])[CH3:25])=[CH:28][CH:29]=5)=[CH:43][CH:42]=4)=[N:1][C:4]=3[CH:5]=2)=[O:18])=[CH:10][CH:11]=1.